Dataset: Catalyst prediction with 721,799 reactions and 888 catalyst types from USPTO. Task: Predict which catalyst facilitates the given reaction. (1) Reactant: [Cl:1][C:2]1[C:7]([F:8])=[CH:6][C:5]([CH3:9])=[CH:4][N:3]=1.[Br:10]N1C(=O)CCC1=O. Product: [Br:10][CH2:9][C:5]1[CH:6]=[C:7]([F:8])[C:2]([Cl:1])=[N:3][CH:4]=1. The catalyst class is: 340. (2) Reactant: [OH:1][C:2]1[CH:7]=[CH:6][C:5]([C:8]2[O:17][C:12]3=[N:13][CH:14]=[CH:15][CH:16]=[C:11]3[C:10](=[O:18])[CH:9]=2)=[CH:4][CH:3]=1.[CH3:19][N:20]([CH2:22][CH2:23]O)[CH3:21].C(N(CC)C(C)C)(C)C.CCOC(/N=N/C(OCC)=O)=O. Product: [CH3:19][N:20]([CH3:21])[CH2:22][CH2:23][O:1][C:2]1[CH:3]=[CH:4][C:5]([C:8]2[O:17][C:12]3=[N:13][CH:14]=[CH:15][CH:16]=[C:11]3[C:10](=[O:18])[CH:9]=2)=[CH:6][CH:7]=1. The catalyst class is: 1. (3) Reactant: [O:1]1[CH2:6][CH2:5][CH:4]([C:7]2[C:8]([O:13][C:14]3[CH:20]=[CH:19][C:17]([NH2:18])=[CH:16][CH:15]=3)=[N:9][CH:10]=[CH:11][CH:12]=2)[CH2:3][CH2:2]1.Cl[C:22]1[N:26]([CH2:27][C:28]2[CH:33]=[CH:32][C:31]([O:34][CH3:35])=[CH:30][CH:29]=2)[C:25]2[CH:36]=[CH:37][CH:38]=[CH:39][C:24]=2[N:23]=1. Product: [CH3:35][O:34][C:31]1[CH:30]=[CH:29][C:28]([CH2:27][N:26]2[C:25]3[CH:36]=[CH:37][CH:38]=[CH:39][C:24]=3[N:23]=[C:22]2[NH:18][C:17]2[CH:16]=[CH:15][C:14]([O:13][C:8]3[C:7]([CH:4]4[CH2:3][CH2:2][O:1][CH2:6][CH2:5]4)=[CH:12][CH:11]=[CH:10][N:9]=3)=[CH:20][CH:19]=2)=[CH:33][CH:32]=1. The catalyst class is: 41. (4) Reactant: [CH3:1][C:2]1[CH:3]=[C:4]([CH3:20])[C:5]2[CH:6]=[CH:7][C:8]3[N:9]([CH:12]=[C:13]([C:15](OCC)=[O:16])[N:14]=3)[C:10]=2[N:11]=1.O.[NH2:22][NH2:23]. Product: [CH3:1][C:2]1[CH:3]=[C:4]([CH3:20])[C:5]2[CH:6]=[CH:7][C:8]3[N:9]([CH:12]=[C:13]([C:15]([NH:22][NH2:23])=[O:16])[N:14]=3)[C:10]=2[N:11]=1. The catalyst class is: 14. (5) Reactant: [NH2:1][CH2:2][C:3]1[CH:12]=[CH:11][C:6]2[NH:7][C:8](=[O:10])[NH:9][C:5]=2[CH:4]=1.[C:13]([C:17]1[CH:25]=[CH:24][C:20]([C:21](Cl)=[O:22])=[CH:19][CH:18]=1)([CH3:16])([CH3:15])[CH3:14]. Product: [C:13]([C:17]1[CH:18]=[CH:19][C:20]([C:21]([NH:1][CH2:2][C:3]2[CH:12]=[CH:11][C:6]3[NH:7][C:8](=[O:10])[NH:9][C:5]=3[CH:4]=2)=[O:22])=[CH:24][CH:25]=1)([CH3:16])([CH3:14])[CH3:15]. The catalyst class is: 338. (6) Reactant: [CH3:1][C:2]1[CH:10]=[C:9]([CH3:11])[CH:8]=[C:7]([CH3:12])[C:3]=1[CH2:4][C:5]#[N:6].[CH2:13]([N:20]=[N+:21]=[N-:22])[C:14]1[CH:19]=[CH:18][CH:17]=[CH:16][CH:15]=1.CC(C)([O-])C.[K+]. Product: [C:14]1([CH2:13][N:20]2[C:5]([NH2:6])=[C:4]([C:3]3[C:7]([CH3:12])=[CH:8][C:9]([CH3:11])=[CH:10][C:2]=3[CH3:1])[N:22]=[N:21]2)[CH:19]=[CH:18][CH:17]=[CH:16][CH:15]=1. The catalyst class is: 30. (7) Reactant: Br[C:2]1[N:3]([C:13]2[N:14]=[CH:15][N:16]=[C:17]([NH2:20])[C:18]=2[N:19]=1)[C@@H:4]1[O:12][C@H:9]([CH2:10][OH:11])[C@@H:7]([OH:8])[C@H:5]1[OH:6].C[Si](C)(C)N[Si](C)(C)C.[CH2:30]([Sn](CCCC)(CCCC)C=CC)[CH2:31][CH2:32]C. Product: [NH4+:3].[OH-:6].[CH:30]([C:2]1[N:3]([C:13]2[N:14]=[CH:15][N:16]=[C:17]([NH2:20])[C:18]=2[N:19]=1)[C@@H:4]1[O:12][C@H:9]([CH2:10][OH:11])[C@@H:7]([OH:8])[C@H:5]1[OH:6])=[CH:31][CH3:32]. The catalyst class is: 77. (8) Reactant: [I-].[CH2:2]([O:9][C:10]1[C:15]([CH2:16][CH2:17][P+](C2C=CC=CC=2)(C2C=CC=CC=2)C2C=CC=CC=2)=[C:14]([F:37])[C:13]([F:38])=[CH:12][CH:11]=1)[C:3]1[CH:8]=[CH:7][CH:6]=[CH:5][CH:4]=1.[C:39]([O:43][C@@H:44]([C:50]1[C:51]([CH3:93])=[N:52][C:53]2[N:54]([N:88]=[C:89]([CH:91]=O)[CH:90]=2)[C:55]=1[N:56]1[CH2:61][CH2:60][C:59]([O:63][CH2:64][CH2:65][CH2:66][CH2:67][C@H:68]([O:70][Si:71]([C:84]([CH3:87])([CH3:86])[CH3:85])([C:78]2[CH:83]=[CH:82][CH:81]=[CH:80][CH:79]=2)[C:72]2[CH:77]=[CH:76][CH:75]=[CH:74][CH:73]=2)[CH3:69])([CH3:62])[CH2:58][CH2:57]1)[C:45]([O:47][CH2:48][CH3:49])=[O:46])([CH3:42])([CH3:41])[CH3:40]. Product: [CH2:2]([O:9][C:10]1[C:15]([CH2:16][CH:17]=[CH:91][C:89]2[CH:90]=[C:53]3[N:52]=[C:51]([CH3:93])[C:50]([C@H:44]([O:43][C:39]([CH3:42])([CH3:41])[CH3:40])[C:45]([O:47][CH2:48][CH3:49])=[O:46])=[C:55]([N:56]4[CH2:61][CH2:60][C:59]([O:63][CH2:64][CH2:65][CH2:66][CH2:67][C@H:68]([O:70][Si:71]([C:84]([CH3:85])([CH3:86])[CH3:87])([C:72]5[CH:73]=[CH:74][CH:75]=[CH:76][CH:77]=5)[C:78]5[CH:79]=[CH:80][CH:81]=[CH:82][CH:83]=5)[CH3:69])([CH3:62])[CH2:58][CH2:57]4)[N:54]3[N:88]=2)=[C:14]([F:37])[C:13]([F:38])=[CH:12][CH:11]=1)[C:3]1[CH:4]=[CH:5][CH:6]=[CH:7][CH:8]=1. The catalyst class is: 1. (9) The catalyst class is: 62. Product: [CH2:16]([C@H:4]1[C@H:3]([CH3:18])[C@@H:2]([NH:1][C:32]2[CH:33]=[CH:28][CH:27]=[C:22]([CH3:23])[N:20]=2)[C:11]2[C:6](=[CH:7][CH:8]=[C:9]([F:12])[CH:10]=2)[N:5]1[C:13](=[O:15])[CH3:14])[CH3:17]. Reactant: [NH2:1][C@H:2]1[C:11]2[C:6](=[CH:7][CH:8]=[C:9]([F:12])[CH:10]=2)[N:5]([C:13](=[O:15])[CH3:14])[C@@H:4]([CH2:16][CH3:17])[C@@H:3]1[CH3:18].C[N:20]([C:22]1[C:27]([C:28]2[C:33](P(C3CCCCC3)C3CCCCC3)=[CH:32]C=CC=2)=CC=C[CH:23]=1)C.CC(C)([O-])C.[Na+].BrC1C=CC=C(C)N=1. (10) Reactant: [C:1]([OH:8])(=[O:7])/[CH:2]=[CH:3]/[C:4]([OH:6])=[O:5].[OH:9][C@@H:10]([C:20]1[CH:21]=[C:22]([OH:27])[CH:23]=[C:24]([OH:26])[CH:25]=1)[CH2:11][NH:12][C@H:13]([CH3:19])[CH2:14][CH2:15][CH2:16][CH2:17][CH3:18].C(N)[C:29]1[CH:34]=[CH:33][CH:32]=[CH:31][CH:30]=1. Product: [C:1]([OH:8])(=[O:7])/[CH:2]=[CH:3]/[C:4]([OH:6])=[O:5].[OH:9][C@@H:10]([C:20]1[CH:25]=[C:24]([OH:26])[CH:23]=[C:22]([OH:27])[CH:21]=1)[CH2:11][NH:12][C@H:13]([CH3:19])[CH2:14][C:15]1[C:34]2[C:29](=[CH:30][CH:31]=[CH:32][CH:33]=2)[CH:18]=[CH:17][CH:16]=1. The catalyst class is: 5.